From a dataset of Peptide-MHC class I binding affinity with 185,985 pairs from IEDB/IMGT. Regression. Given a peptide amino acid sequence and an MHC pseudo amino acid sequence, predict their binding affinity value. This is MHC class I binding data. The peptide sequence is VDVCGMFTNR. The MHC is HLA-A31:01 with pseudo-sequence HLA-A31:01. The binding affinity (normalized) is 0.0179.